Predict the reactants needed to synthesize the given product. From a dataset of Full USPTO retrosynthesis dataset with 1.9M reactions from patents (1976-2016). (1) Given the product [Ag+:29].[C:9]([O:8][P:6]([O:13][CH2:14][C:15]1[CH:16]=[CH:17][C:18]([C:19]([O-:21])=[O:20])=[CH:22][CH:23]=1)([O:5][C:1]([CH3:4])([CH3:3])[CH3:2])=[O:7])([CH3:10])([CH3:11])[CH3:12], predict the reactants needed to synthesize it. The reactants are: [C:1]([O:5][P:6]([O:13][CH2:14][C:15]1[CH:23]=[CH:22][C:18]([C:19]([O-:21])=[O:20])=[CH:17][CH:16]=1)([O:8][C:9]([CH3:12])([CH3:11])[CH3:10])=[O:7])([CH3:4])([CH3:3])[CH3:2].[Li+].[N+]([O-])([O-])=O.[Ag+:29]. (2) Given the product [F:1][C:2]1[N:7]=[C:6]([C:8]2[CH:26]=[CH:25][C:11]([CH2:12][N:13]3[CH:21]=[C:20]4[C:15]([N:16]([CH2:27][CH:28]([CH3:30])[CH3:29])[C:17](=[O:24])[N:18]([CH3:23])[C:19]4=[O:22])=[N:14]3)=[CH:10][CH:9]=2)[CH:5]=[CH:4][CH:3]=1, predict the reactants needed to synthesize it. The reactants are: [F:1][C:2]1[N:7]=[C:6]([C:8]2[CH:26]=[CH:25][C:11]([CH2:12][N:13]3[CH:21]=[C:20]4[C:15]([NH:16][C:17](=[O:24])[N:18]([CH3:23])[C:19]4=[O:22])=[N:14]3)=[CH:10][CH:9]=2)[CH:5]=[CH:4][CH:3]=1.[CH2:27](I)[CH:28]([CH3:30])[CH3:29].C(=O)([O-])[O-].[K+].[K+].CN(C=O)C. (3) Given the product [Cl:20][C:15]1[CH:16]=[CH:17][CH:18]=[CH:19][C:14]=1[C:13]1[CH:12]=[CH:11][N:10]=[CH:9][C:8]=1[NH2:7], predict the reactants needed to synthesize it. The reactants are: C(OC(=O)[NH:7][C:8]1[CH:9]=[N:10][CH:11]=[CH:12][C:13]=1[C:14]1[CH:19]=[CH:18][CH:17]=[CH:16][C:15]=1[Cl:20])(C)(C)C.C(O)(C(F)(F)F)=O. (4) Given the product [O:14]=[P:8]1([C:2]2[CH:3]=[CH:4][CH:5]=[CH:6][CH:7]=2)[CH2:9][CH2:10][N:11]([CH2:16][CH2:17][C:18]2[CH:30]=[CH:29][C:21]([C:22]([O:24][C:25]([CH3:27])([CH3:26])[CH3:28])=[O:23])=[CH:20][CH:19]=2)[CH2:12][CH2:13]1, predict the reactants needed to synthesize it. The reactants are: Cl.[C:2]1([P:8]2(=[O:14])[CH2:13][CH2:12][NH:11][CH2:10][CH2:9]2)[CH:7]=[CH:6][CH:5]=[CH:4][CH:3]=1.Br[CH2:16][CH2:17][C:18]1[CH:30]=[CH:29][C:21]([C:22]([O:24][C:25]([CH3:28])([CH3:27])[CH3:26])=[O:23])=[CH:20][CH:19]=1.C([O-])([O-])=O.[K+].[K+]. (5) Given the product [CH2:2]([O:9][C:10]1[CH:19]=[CH:18][CH:17]=[C:16]2[C:11]=1[CH2:12][CH2:13][CH2:14][CH:15]2[C:20]([N:22]([C:29]1[CH:30]=[N:31][C:32]([CH:35]([CH3:37])[CH3:36])=[CH:33][CH:34]=1)[CH2:23][C:24]1[CH:25]=[N:26][N:27]([CH2:39][C:40]2[CH:41]=[CH:42][CH:43]=[C:44]([O:46][CH3:47])[N:45]=2)[CH:28]=1)=[O:21])[C:3]1[CH:8]=[CH:7][CH:6]=[CH:5][CH:4]=1, predict the reactants needed to synthesize it. The reactants are: Cl.[CH2:2]([O:9][C:10]1[CH:19]=[CH:18][CH:17]=[C:16]2[C:11]=1[CH2:12][CH2:13][CH2:14][CH:15]2[C:20]([N:22]([C:29]1[CH:30]=[N:31][C:32]([CH:35]([CH3:37])[CH3:36])=[CH:33][CH:34]=1)[CH2:23][C:24]1[CH:25]=[N:26][NH:27][CH:28]=1)=[O:21])[C:3]1[CH:8]=[CH:7][CH:6]=[CH:5][CH:4]=1.Cl[CH2:39][C:40]1[N:45]=[C:44]([O:46][CH3:47])[CH:43]=[CH:42][CH:41]=1. (6) The reactants are: [S-:1][C:2]#[N:3].[NH4+].[Cl:5][C:6]1[CH:7]=[C:8]2[C:12](=[CH:13][CH:14]=1)[NH:11][N:10]=[C:9]2[NH2:15]. Given the product [Cl:5][C:6]1[CH:7]=[C:8]2[C:12](=[CH:13][CH:14]=1)[NH:11][N:10]=[C:9]2[NH:15][C:2]([NH2:3])=[S:1], predict the reactants needed to synthesize it. (7) The reactants are: Cl[C:2]1[C:7]([CH:8]=[O:9])=[C:6]([Cl:10])[N:5]=[C:4]([S:11][CH3:12])[N:3]=1.[CH:13]([NH2:16])([CH3:15])[CH3:14]. Given the product [Cl:10][C:6]1[C:7]([CH:8]=[O:9])=[C:2]([NH:16][CH:13]([CH3:15])[CH3:14])[N:3]=[C:4]([S:11][CH3:12])[N:5]=1, predict the reactants needed to synthesize it. (8) Given the product [CH:12]1([CH2:11][O:10][C:9]2[CH:8]=[CH:7][C:6]([C:15]3[CH:20]=[CH:19][N:18]=[C:17]([NH:21][C:22]4[CH:26]=[CH:25][N:24]([CH:27]5[CH2:28][CH2:29][NH:30][CH2:31][CH2:32]5)[N:23]=4)[CH:16]=3)=[CH:5][C:4]=2[C:2]#[N:3])[CH2:13][CH2:14]1, predict the reactants needed to synthesize it. The reactants are: Cl.[C:2]([C:4]1[CH:5]=[C:6]([C:15]2[CH:20]=[CH:19][N:18]=[C:17]([NH:21][C:22]3[CH:26]=[CH:25][N:24]([CH:27]4[CH2:32][CH2:31][N:30](C(OC(C)(C)C)=O)[CH2:29][CH2:28]4)[N:23]=3)[CH:16]=2)[CH:7]=[CH:8][C:9]=1[O:10][CH2:11][CH:12]1[CH2:14][CH2:13]1)#[N:3]. (9) Given the product [Cl:1][C:2]1[CH:11]=[CH:10][C:5]([C:6]2[S:7][CH:12]([C:14]3[CH:24]=[CH:23][CH:22]=[CH:21][C:15]=3[O:16][CH2:17][C:18]([NH2:20])=[O:19])[NH:9][N:8]=2)=[CH:4][CH:3]=1, predict the reactants needed to synthesize it. The reactants are: [Cl:1][C:2]1[CH:11]=[CH:10][C:5]([C:6]([NH:8][NH2:9])=[S:7])=[CH:4][CH:3]=1.[CH:12]([C:14]1[CH:24]=[CH:23][CH:22]=[CH:21][C:15]=1[O:16][CH2:17][C:18]([NH2:20])=[O:19])=O.CCN(C(C)C)C(C)C. (10) Given the product [O:1]1[CH2:5][CH2:4][CH:3]([S:6]([C:9]2[CH:10]=[CH:11][C:12]([C:13]([OH:15])=[O:14])=[CH:17][CH:18]=2)(=[O:8])=[O:7])[CH2:2]1, predict the reactants needed to synthesize it. The reactants are: [O:1]1[CH2:5][CH2:4][CH:3]([S:6]([C:9]2[CH:18]=[CH:17][C:12]([C:13]([O:15]C)=[O:14])=[CH:11][CH:10]=2)(=[O:8])=[O:7])[CH2:2]1.[OH-].[Na+].